From a dataset of Full USPTO retrosynthesis dataset with 1.9M reactions from patents (1976-2016). Predict the reactants needed to synthesize the given product. Given the product [OH:33][CH2:32][C@H:30]([NH:31][C:44](=[O:68])[CH2:45][C:46]1[CH:50]=[C:49]([C:51]2[CH:52]=[CH:53][C:54]([S:57]([CH3:60])(=[O:59])=[O:58])=[CH:55][CH:56]=2)[N:48]([C:61]2[CH:62]=[CH:63][CH:64]=[CH:65][CH:66]=2)[C:47]=1[CH3:67])[C:29]([OH:28])=[O:34], predict the reactants needed to synthesize it. The reactants are: CCN(C(C)C)C(C)C.C(Cl)CCl.C1C=CC2N(O)N=NC=2C=1.Cl.Cl.C([O:28][C:29](=[O:34])[C@H:30]([CH2:32][OH:33])[NH2:31])C.C(CCC(N[C:44](=[O:68])[CH2:45][C:46]1[CH:50]=[C:49]([C:51]2[CH:56]=[CH:55][C:54]([S:57]([CH3:60])(=[O:59])=[O:58])=[CH:53][CH:52]=2)[N:48]([C:61]2[CH:66]=[CH:65][CH:64]=[CH:63][CH:62]=2)[C:47]=1[CH3:67])CO)(O)=O.[OH-].[Na+].Cl.